Dataset: Full USPTO retrosynthesis dataset with 1.9M reactions from patents (1976-2016). Task: Predict the reactants needed to synthesize the given product. (1) Given the product [CH:1]1([S:4]([C:7]2[CH:12]=[CH:11][C:10]([CH:13]([C:21]3[NH:25][C:24]([C:26]([NH2:32])=[O:28])=[CH:23][CH:22]=3)[CH2:14][CH:15]3[CH2:20][CH2:19][O:18][CH2:17][CH2:16]3)=[CH:9][CH:8]=2)(=[O:6])=[O:5])[CH2:2][CH2:3]1, predict the reactants needed to synthesize it. The reactants are: [CH:1]1([S:4]([C:7]2[CH:12]=[CH:11][C:10]([CH:13]([C:21]3[NH:25][C:24]([C:26]([OH:28])=O)=[CH:23][CH:22]=3)[CH2:14][CH:15]3[CH2:20][CH2:19][O:18][CH2:17][CH2:16]3)=[CH:9][CH:8]=2)(=[O:6])=[O:5])[CH2:3][CH2:2]1.Cl.C([N:32]=C=NCCCN(C)C)C.[NH4+].ON1C2C=CC=CC=2N=N1.O. (2) Given the product [Br:2][C:3]1[C:8](=[O:9])[N:7]([CH2:10][C:11]2[CH:16]=[CH:15][C:14]([Cl:17])=[CH:13][CH:12]=2)[C:6]([NH:32][C:31]2[CH:30]=[CH:29][C:28]([O:27][C:25]3[CH:24]=[CH:23][CH:22]=[C:21]([C:19]#[N:20])[N:26]=3)=[CH:34][CH:33]=2)=[N:5][CH:4]=1, predict the reactants needed to synthesize it. The reactants are: Cl.[Br:2][C:3]1[C:8](=[O:9])[N:7]([CH2:10][C:11]2[CH:16]=[CH:15][C:14]([Cl:17])=[CH:13][CH:12]=2)[C:6](Cl)=[N:5][CH:4]=1.[C:19]([C:21]1[N:26]=[C:25]([O:27][C:28]2[CH:34]=[CH:33][C:31]([NH2:32])=[CH:30][CH:29]=2)[CH:24]=[CH:23][CH:22]=1)#[N:20].C(O)(C)(C)C. (3) Given the product [Br:1][C:2]1[CH:3]=[C:4]([C:8]([CH3:14])([CH3:13])[C:9]([O-:11])=[O:10])[CH:5]=[N:6][CH:7]=1.[K+:20], predict the reactants needed to synthesize it. The reactants are: [Br:1][C:2]1[CH:3]=[C:4]([C:8]([CH3:14])([CH3:13])[C:9]([O:11]C)=[O:10])[CH:5]=[N:6][CH:7]=1.C[Si](C)(C)[O-].[K+:20].